Dataset: Reaction yield outcomes from USPTO patents with 853,638 reactions. Task: Predict the reaction yield, written as a fraction of the theoretical maximum amount of product (1.0 means a 100% yield; for example, 0.34 means a 34% yield). (1) The reactants are [NH2:1][C:2]1[C:10]([O:11][CH3:12])=[CH:9][C:5]([C:6]([OH:8])=O)=[C:4]([F:13])[CH:3]=1.[N:14]1([CH2:19][C:20]2([CH2:23][NH2:24])[CH2:22][CH2:21]2)[CH2:18][CH2:17][CH2:16][CH2:15]1.CN(C(ON1N=NC2C=CC=NC1=2)=[N+](C)C)C.F[P-](F)(F)(F)(F)F.CCN(C(C)C)C(C)C. The catalyst is CN(C=O)C. The product is [NH2:1][C:2]1[C:10]([O:11][CH3:12])=[CH:9][C:5]([C:6]([NH:24][CH2:23][C:20]2([CH2:19][N:14]3[CH2:18][CH2:17][CH2:16][CH2:15]3)[CH2:21][CH2:22]2)=[O:8])=[C:4]([F:13])[CH:3]=1. The yield is 0.230. (2) The reactants are [C:1]([C:4]1[C:5](I)=[N:6][N:7]2[CH2:12][CH2:11][N:10]([C:13]([O:15][C:16]([CH3:19])([CH3:18])[CH3:17])=[O:14])[CH2:9][C:8]=12)(=[O:3])[NH2:2].[Cl:21][C:22]1[CH:23]=[C:24](B(O)O)[CH:25]=[CH:26][C:27]=1[Cl:28].[O-]P([O-])([O-])=O.[K+].[K+].[K+]. The catalyst is O1CCOCC1.O.C1C=CC(P(C2C=CC=CC=2)[C-]2C=CC=C2)=CC=1.C1C=CC(P(C2C=CC=CC=2)[C-]2C=CC=C2)=CC=1.Cl[Pd]Cl.[Fe+2].C(Cl)Cl. The product is [C:1]([C:4]1[C:5]([C:25]2[CH:24]=[CH:23][C:22]([Cl:21])=[C:27]([Cl:28])[CH:26]=2)=[N:6][N:7]2[CH2:12][CH2:11][N:10]([C:13]([O:15][C:16]([CH3:19])([CH3:18])[CH3:17])=[O:14])[CH2:9][C:8]=12)(=[O:3])[NH2:2]. The yield is 0.850.